Dataset: Full USPTO retrosynthesis dataset with 1.9M reactions from patents (1976-2016). Task: Predict the reactants needed to synthesize the given product. (1) Given the product [CH3:1][O:2][CH2:3][CH2:4][S:5]([O:8][C:9]1[CH:14]=[CH:13][C:12]([C:15]2([C:23]3[CH:28]=[CH:27][CH:26]=[C:25]([C:35]4[CH:40]=[N:39][CH:38]=[CH:37][N:36]=4)[CH:24]=3)[C:19](=[O:20])[N:18]([CH3:21])[C:17]([NH2:22])=[N:16]2)=[CH:11][CH:10]=1)(=[O:7])=[O:6], predict the reactants needed to synthesize it. The reactants are: [CH3:1][O:2][CH2:3][CH2:4][S:5]([O:8][C:9]1[CH:14]=[CH:13][C:12]([C:15]2([C:23]3[CH:28]=[CH:27][CH:26]=[C:25](Br)[CH:24]=3)[C:19](=[O:20])[N:18]([CH3:21])[C:17]([NH2:22])=[N:16]2)=[CH:11][CH:10]=1)(=[O:7])=[O:6].C([Sn](CCCC)(CCCC)[C:35]1[CH:40]=[N:39][CH:38]=[CH:37][N:36]=1)CCC. (2) Given the product [CH2:1]([O:8][C:9]1[CH:10]=[C:11]([CH2:12][CH2:18][CH2:17][OH:19])[CH:14]=[CH:15][CH:16]=1)[C:2]1[CH:7]=[CH:6][CH:5]=[CH:4][CH:3]=1, predict the reactants needed to synthesize it. The reactants are: [CH2:1]([O:8][C:9]1[CH:10]=[C:11]([CH:14]=[CH:15][CH:16]=1)[CH:12]=O)[C:2]1[CH:7]=[CH:6][CH:5]=[CH:4][CH:3]=1.[CH2:17]([O:19]P(CC(OCC)=O)(OCC)=O)[CH3:18].[H-].[Na+].C(N)CN.[H][H].